Regression. Given a peptide amino acid sequence and an MHC pseudo amino acid sequence, predict their binding affinity value. This is MHC class II binding data. From a dataset of Peptide-MHC class II binding affinity with 134,281 pairs from IEDB. (1) The peptide sequence is VTKDTNDNNLYKLHG. The MHC is HLA-DQA10103-DQB10603 with pseudo-sequence HLA-DQA10103-DQB10603. The binding affinity (normalized) is 0. (2) The peptide sequence is GKIILVAVHVASGYI. The MHC is HLA-DQA10301-DQB10302 with pseudo-sequence HLA-DQA10301-DQB10302. The binding affinity (normalized) is 0.0647. (3) The peptide sequence is AAVDKDAVIVAAAGN. The MHC is HLA-DQA10201-DQB10202 with pseudo-sequence HLA-DQA10201-DQB10202. The binding affinity (normalized) is 0.121. (4) The binding affinity (normalized) is 0.150. The peptide sequence is FLNFLEANGLNAIDF. The MHC is HLA-DPA10103-DPB10301 with pseudo-sequence HLA-DPA10103-DPB10301.